From a dataset of Reaction yield outcomes from USPTO patents with 853,638 reactions. Predict the reaction yield, written as a fraction of the theoretical maximum amount of product (1.0 means a 100% yield; for example, 0.34 means a 34% yield). (1) The reactants are [CH3:1][CH:2]([CH3:38])[C@H:3]([N:8]1[CH2:16][C:15]2[C:10](=[CH:11][C:12]([C:17]3[CH:22]=[CH:21][C:20]([NH:23][C:24](C4SC(C5C=CC=CC=5)=CN=4)=[O:25])=[CH:19][CH:18]=3)=[CH:13][CH:14]=2)[C:9]1=[O:37])[C:4]([O:6][CH3:7])=[O:5].NC1C=CC(C2C=C3C(CN([C@@H](C(C)C)C(OC)=O)C3=O)=CC=2)=CC=1.[O:64]1[C:68]([C:69]2[CH:78]=[CH:77][C:72](C(OC)=O)=[CH:71][CH:70]=2)=[CH:67][N:66]=[CH:65]1. No catalyst specified. The product is [CH3:38][CH:2]([CH3:1])[C@H:3]([N:8]1[CH2:16][C:15]2[C:10](=[CH:11][C:12]([C:17]3[CH:18]=[CH:19][C:20]([NH:23][C:24](=[O:25])[C:72]4[CH:71]=[CH:70][C:69]([C:68]5[O:64][CH:65]=[N:66][CH:67]=5)=[CH:78][CH:77]=4)=[CH:21][CH:22]=3)=[CH:13][CH:14]=2)[C:9]1=[O:37])[C:4]([O:6][CH3:7])=[O:5]. The yield is 0.580. (2) The reactants are Cl.[N:2]1[CH:7]=[CH:6][CH:5]=[CH:4][C:3]=1[C:8](Cl)=[O:9].CCN(CC)CC.[NH2:18][C:19]1[CH:24]=[CH:23][C:22]([N:25]2[CH2:30][CH2:29][N:28]([C:31](=[O:35])[CH:32]([CH3:34])[CH3:33])[CH2:27][CH2:26]2)=[C:21]([Cl:36])[CH:20]=1. The catalyst is C(Cl)Cl. The product is [Cl:36][C:21]1[CH:20]=[C:19]([NH:18][C:8](=[O:9])[C:3]2[CH:4]=[CH:5][CH:6]=[CH:7][N:2]=2)[CH:24]=[CH:23][C:22]=1[N:25]1[CH2:30][CH2:29][N:28]([C:31](=[O:35])[CH:32]([CH3:33])[CH3:34])[CH2:27][CH2:26]1. The yield is 0.180. (3) The reactants are Br[C:2]1[N:7]=[C:6]2[C:8]([C:19]([NH:21][C:22]([CH3:25])([CH3:24])[CH3:23])=[O:20])=[CH:9][N:10]([CH2:11][O:12][CH2:13][CH2:14][Si:15]([CH3:18])([CH3:17])[CH3:16])[C:5]2=[N:4][CH:3]=1.[CH2:26]([C:28]1[CH:29]=[CH:30][CH:31]=[C:32]2[C:36]=1[NH:35][N:34]=[C:33]2I)[CH3:27].C([Sn](CCCC)(CCCC)[Sn](CCCC)(CCCC)CCCC)CCC. The catalyst is CN(C=O)C.C1C=CC([P]([Pd]([P](C2C=CC=CC=2)(C2C=CC=CC=2)C2C=CC=CC=2)([P](C2C=CC=CC=2)(C2C=CC=CC=2)C2C=CC=CC=2)[P](C2C=CC=CC=2)(C2C=CC=CC=2)C2C=CC=CC=2)(C2C=CC=CC=2)C2C=CC=CC=2)=CC=1. The product is [C:22]([NH:21][C:19]([C:8]1[C:6]2=[N:7][C:2]([C:33]3[C:32]4[C:36](=[C:28]([CH2:26][CH3:27])[CH:29]=[CH:30][CH:31]=4)[NH:35][N:34]=3)=[CH:3][N:4]=[C:5]2[N:10]([CH2:11][O:12][CH2:13][CH2:14][Si:15]([CH3:18])([CH3:17])[CH3:16])[CH:9]=1)=[O:20])([CH3:25])([CH3:24])[CH3:23]. The yield is 0.120. (4) The reactants are [CH3:1][O:2][C:3]1[CH:30]=[CH:29][CH:28]=[CH:27][C:4]=1[C:5]([C:7]1[CH:12]=[CH:11][C:10]([CH3:13])=[CH:9][C:8]=1[NH:14][C:15](=[O:26])[NH:16][C:17]1[S:18][CH:19]=[C:20]([CH2:22][C:23]([OH:25])=O)[N:21]=1)=[O:6].[CH3:31][NH2:32].C1COCC1. No catalyst specified. The product is [CH3:1][O:2][C:3]1[CH:30]=[CH:29][CH:28]=[CH:27][C:4]=1[C:5]([C:7]1[CH:12]=[CH:11][C:10]([CH3:13])=[CH:9][C:8]=1[NH:14][C:15](=[O:26])[NH:16][C:17]1[S:18][CH:19]=[C:20]([CH2:22][C:23]([NH:32][CH3:31])=[O:25])[N:21]=1)=[O:6]. The yield is 0.750. (5) The reactants are [C:1]1([C:7](=[O:11])[C@H:8](O)[CH3:9])[CH:6]=[CH:5][CH:4]=[CH:3][CH:2]=1.CN(C1C2C(N(C)C)=CC=CC=2C=CC=1)C.S(OS(C(F)(F)F)(=O)=O)(C(F)(F)F)(=O)=O.[NH2:43][C:44]([CH3:48])([CH3:47])[CH2:45][OH:46]. The catalyst is C(Cl)Cl. The product is [C:1]1([C@:7]2([OH:11])[O:46][CH2:45][C:44]([CH3:48])([CH3:47])[NH:43][C@H:8]2[CH3:9])[CH:6]=[CH:5][CH:4]=[CH:3][CH:2]=1. The yield is 0.680. (6) The reactants are C([Li])CCC.C[Si](C)(C)[N-][Si](C)(C)C.C1(P(C2CCCCC2)C2C=CC=CC=2C2C=CC=CC=2N(C)C)CCCCC1.[C:43]([O:47][C:48](=[O:50])[CH3:49])([CH3:46])([CH3:45])[CH3:44].[Cl:51][C:52]1[C:61](OS(C(F)(F)F)(=O)=O)=[C:60]2[C:55]([CH:56]=[CH:57][C:58]([CH3:70])=[N:59]2)=[CH:54][CH:53]=1. The catalyst is C1(C)C=CC=CC=1.C1C=CC(/C=C/C(/C=C/C2C=CC=CC=2)=O)=CC=1.C1C=CC(/C=C/C(/C=C/C2C=CC=CC=2)=O)=CC=1.C1C=CC(/C=C/C(/C=C/C2C=CC=CC=2)=O)=CC=1.[Pd].[Pd]. The product is [C:43]([O:47][C:48](=[O:50])[CH2:49][C:61]1[C:52]([Cl:51])=[CH:53][CH:54]=[C:55]2[C:60]=1[N:59]=[C:58]([CH3:70])[CH:57]=[CH:56]2)([CH3:46])([CH3:45])[CH3:44]. The yield is 0.400. (7) The reactants are Br.[F:2][C:3]1[CH:8]=[C:7]([N+:9]([O-])=O)[CH:6]=[CH:5][C:4]=1[O:12][CH:13]1[CH2:18][CH2:17][N:16]([CH:19]([CH3:21])[CH3:20])[CH2:15][CH2:14]1.CC(C)=O.C(O[BH-](OC(=O)C)OC(=O)C)(=O)C.[Na+].[BH4-].[Na+]. The catalyst is O.O.O.O.O.O.[Ni](Cl)Cl.C(Cl)Cl.CO. The product is [F:2][C:3]1[CH:8]=[C:7]([NH2:9])[CH:6]=[CH:5][C:4]=1[O:12][CH:13]1[CH2:14][CH2:15][N:16]([CH:19]([CH3:20])[CH3:21])[CH2:17][CH2:18]1. The yield is 0.730. (8) The reactants are [CH2:1]([N:3]([CH2:8][CH3:9])[CH2:4][CH2:5][C:6]#[N:7])[CH3:2].[NH2:10][OH:11]. The catalyst is CCO. The product is [CH2:1]([N:3]([CH2:8][CH3:9])[CH2:4][CH2:5][C:6](=[N:10][OH:11])[NH2:7])[CH3:2]. The yield is 0.926. (9) The reactants are [Cl:1][C:2]1[C:17]([Cl:18])=[CH:16][C:5]([CH2:6][NH:7][C:8]([CH:10]2[CH2:15][CH2:14][NH:13][CH2:12][CH2:11]2)=[O:9])=[C:4]([O:19][CH3:20])[CH:3]=1.O=[C:22]1[CH2:25][N:24]([C:26]([O:28][C:29]([CH3:32])([CH3:31])[CH3:30])=[O:27])[CH2:23]1.CC(O)=O. The catalyst is CO. The product is [Cl:1][C:2]1[C:17]([Cl:18])=[CH:16][C:5]([CH2:6][NH:7][C:8]([CH:10]2[CH2:11][CH2:12][N:13]([CH:22]3[CH2:23][N:24]([C:26]([O:28][C:29]([CH3:32])([CH3:31])[CH3:30])=[O:27])[CH2:25]3)[CH2:14][CH2:15]2)=[O:9])=[C:4]([O:19][CH3:20])[CH:3]=1. The yield is 0.180.